From a dataset of Reaction yield outcomes from USPTO patents with 853,638 reactions. Predict the reaction yield, written as a fraction of the theoretical maximum amount of product (1.0 means a 100% yield; for example, 0.34 means a 34% yield). (1) The reactants are C([N:4]1[C:12]2[C:7](=[CH:8][C:9]([C:13](Cl)=[O:14])=[CH:10][CH:11]=2)[C:6]([C:16]2[CH:21]=[CH:20][C:19]([F:22])=[CH:18][CH:17]=2)=[N:5]1)(=O)C.[CH3:23][N:24]1[C:28]([CH2:29][CH2:30][NH2:31])=[CH:27][N:26]=[CH:25]1. No catalyst specified. The product is [F:22][C:19]1[CH:18]=[CH:17][C:16]([C:6]2[C:7]3[C:12](=[CH:11][CH:10]=[C:9]([C:13]([NH:31][CH2:30][CH2:29][C:28]4[N:24]([CH3:23])[CH:25]=[N:26][CH:27]=4)=[O:14])[CH:8]=3)[NH:4][N:5]=2)=[CH:21][CH:20]=1. The yield is 0.320. (2) The reactants are [CH2:1]([N:5]([S:15]([C:18]1[CH:23]=[CH:22][C:21]([CH3:24])=[CH:20][CH:19]=1)(=[O:17])=[O:16])[C@H:6]([C:12]([OH:14])=[O:13])[CH2:7][CH2:8][CH2:9][CH2:10][NH2:11])[CH:2]([CH3:4])[CH3:3].[CH3:25][O:26][C:27]1[C:37]([O:38][CH3:39])=[CH:36][CH:35]=[CH:34][C:28]=1[CH:29]=[CH:30][C:31](O)=[O:32]. No catalyst specified. The product is [CH2:1]([N:5]([S:15]([C:18]1[CH:23]=[CH:22][C:21]([CH3:24])=[CH:20][CH:19]=1)(=[O:17])=[O:16])[C@H:6]([C:12]([OH:14])=[O:13])[CH2:7][CH2:8][CH2:9][CH2:10][NH:11][C:31](=[O:32])[CH:30]=[CH:29][C:28]1[CH:34]=[CH:35][CH:36]=[C:37]([O:38][CH3:39])[C:27]=1[O:26][CH3:25])[CH:2]([CH3:3])[CH3:4]. The yield is 0.180. (3) The reactants are [C:1]1([C:7](=[C:21]2[CH2:26][C:25]([CH3:28])([CH3:27])[CH2:24][C:23]([CH3:30])([CH3:29])[CH2:22]2)[C:8]2[CH:13]=[CH:12][C:11]([O:14][CH2:15][C:16]([O:18]CC)=[O:17])=[CH:10][CH:9]=2)[CH:6]=[CH:5][CH:4]=[CH:3][CH:2]=1.[OH-].[Na+].C1COCC1. The product is [C:1]1([C:7](=[C:21]2[CH2:22][C:23]([CH3:30])([CH3:29])[CH2:24][C:25]([CH3:28])([CH3:27])[CH2:26]2)[C:8]2[CH:13]=[CH:12][C:11]([O:14][CH2:15][C:16]([OH:18])=[O:17])=[CH:10][CH:9]=2)[CH:6]=[CH:5][CH:4]=[CH:3][CH:2]=1. The yield is 0.930. The catalyst is CCO. (4) The reactants are C(O[C:4]([SH:6])=[S:5])C.[K].Br[C:9]1[CH:14]=[CH:13][C:12]([C:15]([F:18])([F:17])[F:16])=[CH:11][C:10]=1[NH2:19].Cl. The catalyst is CN(C)C=O. The product is [SH:6][C:4]1[S:5][C:9]2[CH:14]=[CH:13][C:12]([C:15]([F:16])([F:18])[F:17])=[CH:11][C:10]=2[N:19]=1. The yield is 0.920. (5) The reactants are [N:1]1[N:2]=[C:3]([NH:6][CH:7]2[CH2:10][CH:9]([C:11]([O:13][CH2:14][CH3:15])=[O:12])[CH2:8]2)[NH:4][CH:5]=1.[C:16]([C:18]1[CH:23]=[CH:22][CH:21]=[CH:20][C:19]=1[C:24]1[CH:29]=[CH:28][C:27]([CH2:30][CH:31]([C:37](=O)[CH2:38][CH2:39][CH3:40])[C:32](OCC)=[O:33])=[C:26]([F:42])[CH:25]=1)#[N:17].C(N(CC)C1C=CC=CC=1)C.Cl. No catalyst specified. The product is [C:16]([C:18]1[CH:23]=[CH:22][CH:21]=[CH:20][C:19]=1[C:24]1[CH:29]=[CH:28][C:27]([CH2:30][C:31]2[C:32](=[O:33])[N:6]([CH:7]3[CH2:8][CH:9]([C:11]([O:13][CH2:14][CH3:15])=[O:12])[CH2:10]3)[C:3]3[N:2]([N:1]=[CH:5][N:4]=3)[C:37]=2[CH2:38][CH2:39][CH3:40])=[C:26]([F:42])[CH:25]=1)#[N:17]. The yield is 0.410. (6) The reactants are [CH:1]1([C:6](=[O:10])[CH2:7][C:8]#[N:9])[CH2:5][CH2:4][CH2:3][CH2:2]1.[CH2:11](O)[CH2:12][OH:13].Cl[Si](C)(C)C. No catalyst specified. The product is [CH:1]1([C:6]2([CH2:7][C:8]#[N:9])[O:13][CH2:12][CH2:11][O:10]2)[CH2:5][CH2:4][CH2:3][CH2:2]1. The yield is 0.600. (7) The yield is 0.957. The catalyst is C(Cl)Cl.O. The product is [Br:8][C:9]1[CH:10]=[CH:11][C:12]([O:27][CH3:28])=[C:13]([CH:14]=1)[CH2:15][C:17]1[C:26]2[C:21](=[CH:22][CH:23]=[CH:24][CH:25]=2)[CH:20]=[CH:19][CH:18]=1. The reactants are FC(F)(F)C(O)=O.[Br:8][C:9]1[CH:10]=[CH:11][C:12]([O:27][CH3:28])=[C:13]([CH:15]([C:17]2[C:26]3[C:21](=[CH:22][CH:23]=[CH:24][CH:25]=3)[CH:20]=[CH:19][CH:18]=2)O)[CH:14]=1.[OH-].[Na+]. (8) The reactants are [CH2:1]([C:3]1[C:4]([O:11][CH3:12])=[N:5][C:6]([CH3:10])=[CH:7][C:8]=1[CH3:9])[CH3:2].[Br:13]N1C(=O)CCC1=O. The catalyst is CO. The product is [Br:13][C:7]1[C:8]([CH3:9])=[C:3]([CH2:1][CH3:2])[C:4]([O:11][CH3:12])=[N:5][C:6]=1[CH3:10]. The yield is 0.730. (9) The reactants are [NH2:1][C:2]1[CH:3]=[CH:4][N:5]([CH3:27])[C:6]2[C:7]=1[CH:8]=[CH:9][C:10]1[N:19]([C:20]3[CH:25]=[CH:24][C:23]([F:26])=[CH:22][CH:21]=3)[CH2:18][CH:17]=[C:12]3[NH:13][C:14](=[O:16])[C:15]=2[C:11]=13.C(N(CC)C(C)C)(C)C.[N:37]([C:40]1[CH:45]=[CH:44][CH:43]=[C:42]([O:46][C:47]2[CH:52]=[CH:51][CH:50]=[CH:49][CH:48]=2)[CH:41]=1)=[C:38]=[O:39]. The catalyst is CN(C)C(=O)C. The product is [F:26][C:23]1[CH:22]=[CH:21][C:20]([N:19]2[C:10]3=[C:11]4[C:15](=[C:6]5[N:5]([CH3:27])[CH:4]=[CH:3][C:2]([NH:1][C:38]([NH:37][C:40]6[CH:45]=[CH:44][CH:43]=[C:42]([O:46][C:47]7[CH:52]=[CH:51][CH:50]=[CH:49][CH:48]=7)[CH:41]=6)=[O:39])=[C:7]5[CH:8]=[CH:9]3)[C:14](=[O:16])[NH:13][C:12]4=[CH:17][CH2:18]2)=[CH:25][CH:24]=1. The yield is 0.280. (10) The reactants are [C:1]([C:5]1[CH:10]=[C:9](Br)[C:8]([N+:12]([O-:14])=[O:13])=[CH:7][C:6]=1[O:15][CH3:16])([CH3:4])([CH3:3])[CH3:2].[F-:17].[K+].[K+].[Br-].Cl[C:22]([F:28])([F:27])C(OC)=O. The catalyst is CN(C=O)C.O.[Cu]I. The product is [C:1]([C:5]1[CH:10]=[C:9]([C:22]([F:28])([F:17])[F:27])[C:8]([N+:12]([O-:14])=[O:13])=[CH:7][C:6]=1[O:15][CH3:16])([CH3:4])([CH3:3])[CH3:2]. The yield is 0.610.